Dataset: Full USPTO retrosynthesis dataset with 1.9M reactions from patents (1976-2016). Task: Predict the reactants needed to synthesize the given product. (1) Given the product [CH:21]([C:20]1[C:19]([O:24][CH3:25])=[CH:18][C:17]([O:26][CH3:27])=[C:16]([C:15]#[C:14][C:9]2[CH:10]=[CH:11][CH:12]=[CH:13][C:8]=2[NH:7][C:28](=[O:30])[CH3:29])[CH:23]=1)=[O:22], predict the reactants needed to synthesize it. The reactants are: N1C=CC=CC=1.[NH2:7][C:8]1[CH:13]=[CH:12][CH:11]=[CH:10][C:9]=1[C:14]#[C:15][C:16]1[C:17]([O:26][CH3:27])=[CH:18][C:19]([O:24][CH3:25])=[C:20]([CH:23]=1)[CH:21]=[O:22].[C:28](Cl)(=[O:30])[CH3:29]. (2) Given the product [C:6]1(=[O:7])[O:8][CH2:3][CH2:4][CH2:5]1.[CH2:3]([OH:8])[CH2:4][CH2:5][CH2:6][OH:7], predict the reactants needed to synthesize it. The reactants are: [OH-].[Na+].[C:3]1(=O)[O:8][C:6](=[O:7])[CH:5]=[CH:4]1. (3) The reactants are: [CH:1]1[CH:6]=N[CH:4]=[C:3]([C:7]([OH:9])=O)[CH:2]=1.[CH3:10]N1CCOCC1.CCN=C=NCCCN(C)C.Cl.[CH3:29][O:30][C:31](=[O:40])[C@H:32]([CH2:34][CH2:35][C:36]([O:38][CH3:39])=[O:37])[NH2:33]. Given the product [CH3:29][O:30][C:31](=[O:40])[C:32]([NH2:33])([C:7](=[O:9])[C:3]1[CH:2]=[CH:1][CH:6]=[CH:10][CH:4]=1)[CH2:34][CH2:35][C:36]([O:38][CH3:39])=[O:37], predict the reactants needed to synthesize it. (4) Given the product [Cl:26][CH2:25][CH2:24][N:22]1[CH:23]=[C:19]([C:15]2[N:14]=[C:13]([C:11]([NH:10][C:9]3[C:5]([C:3]([O-:4])=[O:2])=[N:6][N:7]([CH3:27])[CH:8]=3)=[O:12])[CH:18]=[CH:17][CH:16]=2)[CH:20]=[N:21]1.[Li+:30], predict the reactants needed to synthesize it. The reactants are: C[O:2][C:3]([C:5]1[C:9]([NH:10][C:11]([C:13]2[CH:18]=[CH:17][CH:16]=[C:15]([C:19]3[CH:20]=[N:21][N:22]([CH2:24][CH2:25][Cl:26])[CH:23]=3)[N:14]=2)=[O:12])=[CH:8][N:7]([CH3:27])[N:6]=1)=[O:4].O.[OH-].[Li+:30].